From a dataset of Forward reaction prediction with 1.9M reactions from USPTO patents (1976-2016). Predict the product of the given reaction. (1) The product is: [C:23]1([CH:29]([C:32]2[CH:33]=[CH:34][CH:35]=[CH:36][CH:37]=2)[CH2:30][N:20]2[CH2:21][CH2:22][CH:18]([NH:17][C:15]([NH:14][C:12]3[C:11]4[C:6](=[CH:7][CH:8]=[CH:9][CH:10]=4)[N:5]=[C:4]([CH3:3])[CH:13]=3)=[O:16])[CH2:19]2)[CH:28]=[CH:27][CH:26]=[CH:25][CH:24]=1. Given the reactants Cl.Cl.[CH3:3][C:4]1[CH:13]=[C:12]([NH:14][C:15]([NH:17][CH:18]2[CH2:22][CH2:21][NH:20][CH2:19]2)=[O:16])[C:11]2[C:6](=[CH:7][CH:8]=[CH:9][CH:10]=2)[N:5]=1.[C:23]1([CH:29]([C:32]2[CH:37]=[CH:36][CH:35]=[CH:34][CH:33]=2)[CH:30]=O)[CH:28]=[CH:27][CH:26]=[CH:25][CH:24]=1, predict the reaction product. (2) Given the reactants [C:1]([C:5]1[CH:10]=[CH:9][C:8]([NH:11][C:12]2[N:17]=[C:16]([CH2:18]Cl)[N:15]=[C:14]([C:20]3[CH:25]=[CH:24][CH:23]=[C:22]([O:26][CH3:27])[CH:21]=3)[N:13]=2)=[CH:7][CH:6]=1)([CH3:4])([CH3:3])[CH3:2].[CH2:28]([OH:32])[CH:29]([CH3:31])[CH3:30].[H-].[Na+].O, predict the reaction product. The product is: [C:1]([C:5]1[CH:10]=[CH:9][C:8]([NH:11][C:12]2[N:17]=[C:16]([CH2:18][O:32][CH2:28][CH:29]([CH3:31])[CH3:30])[N:15]=[C:14]([C:20]3[CH:25]=[CH:24][CH:23]=[C:22]([O:26][CH3:27])[CH:21]=3)[N:13]=2)=[CH:7][CH:6]=1)([CH3:4])([CH3:3])[CH3:2]. (3) Given the reactants C[N:2](C)/[CH:3]=[CH:4]/[C:5]([C:7]1[C:12](=[O:13])[CH:11]=[CH:10][N:9]([C:14]2[CH:19]=[CH:18][CH:17]=[C:16]([OH:20])[CH:15]=2)[N:8]=1)=O.[O:22]1[C:27]2[CH:28]=[CH:29][C:30]([NH:32]N)=[CH:31][C:26]=2[O:25][CH2:24][CH2:23]1, predict the reaction product. The product is: [O:22]1[C:27]2[CH:28]=[CH:29][C:30]([N:32]3[C:5]([C:7]4[C:12](=[O:13])[CH:11]=[CH:10][N:9]([C:14]5[CH:19]=[CH:18][CH:17]=[C:16]([OH:20])[CH:15]=5)[N:8]=4)=[CH:4][CH:3]=[N:2]3)=[CH:31][C:26]=2[O:25][CH2:24][CH2:23]1.